Dataset: Forward reaction prediction with 1.9M reactions from USPTO patents (1976-2016). Task: Predict the product of the given reaction. Given the reactants [CH3:1][C:2]1[C:3]([N:8](COCCOC)[S:9]([C:12]2[S:13][C:14]([CH3:47])=[CH:15][C:16]=2[C:17]2[CH:22]=[CH:21][C:20]([CH2:23][N:24]3[C:32]4[CH:31]=[C:30]([CH3:33])[N:29]=[C:28]([CH3:34])[C:27]=4[C:26]([CH2:35][N:36]4[C:40]([CH3:41])=[CH:39][C:38]([CH3:42])=[N:37]4)=[N:25]3)=[CH:19][C:18]=2[CH2:43][O:44][CH2:45][CH3:46])(=[O:11])=[O:10])=[N:4][O:5][C:6]=1[CH3:7].C(O)C.Cl.C(=O)(O)[O-].[Na+], predict the reaction product. The product is: [CH3:1][C:2]1[C:3]([NH:8][S:9]([C:12]2[S:13][C:14]([CH3:47])=[CH:15][C:16]=2[C:17]2[CH:22]=[CH:21][C:20]([CH2:23][N:24]3[C:32]4[CH:31]=[C:30]([CH3:33])[N:29]=[C:28]([CH3:34])[C:27]=4[C:26]([CH2:35][N:36]4[C:40]([CH3:41])=[CH:39][C:38]([CH3:42])=[N:37]4)=[N:25]3)=[CH:19][C:18]=2[CH2:43][O:44][CH2:45][CH3:46])(=[O:10])=[O:11])=[N:4][O:5][C:6]=1[CH3:7].